This data is from Forward reaction prediction with 1.9M reactions from USPTO patents (1976-2016). The task is: Predict the product of the given reaction. (1) Given the reactants Cl[C:2]1[CH:7]=[N:6][CH:5]=[CH:4][N:3]=1.C([O-])([O-])=O.[K+].[K+].[I:14][C:15]1[CH:20]=[CH:19][C:18]([OH:21])=[CH:17][CH:16]=1, predict the reaction product. The product is: [I:14][C:15]1[CH:20]=[CH:19][C:18]([O:21][C:2]2[CH:7]=[N:6][CH:5]=[CH:4][N:3]=2)=[CH:17][CH:16]=1. (2) Given the reactants [C:1]([O:5][C:6]([N:8]1[CH2:12][CH2:11][C@H:10]([C@H:13]([OH:23])[CH2:14][O:15]CC2C=CC=CC=2)[CH2:9]1)=[O:7])([CH3:4])([CH3:3])[CH3:2].F[C:25]1[CH:30]=[CH:29][C:28]([C:31]([F:34])([F:33])[F:32])=[CH:27][CH:26]=1.CN(C=O)C.[H-].[Na+], predict the reaction product. The product is: [C:1]([O:5][C:6]([N:8]1[CH2:12][CH2:11][C@H:10]([C@H:13]([O:23][C:25]2[CH:30]=[CH:29][C:28]([C:31]([F:34])([F:33])[F:32])=[CH:27][CH:26]=2)[CH2:14][OH:15])[CH2:9]1)=[O:7])([CH3:2])([CH3:3])[CH3:4]. (3) Given the reactants [F:1][C:2]([F:39])([F:38])[C:3]1[CH:4]=[C:5]([C:13]2[S:14][C:15]([C:24]3[CH:29]=[C:28]([C:30]([F:33])([F:32])[F:31])[CH:27]=[C:26]([C:34]([F:37])([F:36])[F:35])[CH:25]=3)=[C:16]([N+:21]([O-])=O)[C:17]=2[N+:18]([O-])=O)[CH:6]=[C:7]([C:9]([F:12])([F:11])[F:10])[CH:8]=1.BrC1SC(Br)=C([N+]([O-])=O)C=1[N+]([O-])=O.FC(F)(F)C1C=C([Sn](CCCC)(CCCC)CCCC)C=C(C(F)(F)F)C=1.O.O.[Sn](Cl)Cl, predict the reaction product. The product is: [F:12][C:9]([F:10])([F:11])[C:7]1[CH:6]=[C:5]([C:13]2[S:14][C:15]([C:24]3[CH:29]=[C:28]([C:30]([F:31])([F:32])[F:33])[CH:27]=[C:26]([C:34]([F:37])([F:36])[F:35])[CH:25]=3)=[C:16]([NH2:21])[C:17]=2[NH2:18])[CH:4]=[C:3]([C:2]([F:39])([F:38])[F:1])[CH:8]=1. (4) Given the reactants [NH2:1][C:2]1[C:11](I)=[CH:10][C:5]([C:6]([O:8][CH3:9])=[O:7])=[CH:4][N:3]=1.[C:13]([O:17][C:18](=[O:38])[NH:19][C:20]1[CH:37]=[CH:36][C:23]2[S:24][C:25](B3OC(C)(C)C(C)(C)O3)=[CH:26][C:22]=2[CH:21]=1)([CH3:16])([CH3:15])[CH3:14].C(=O)([O-])[O-].[Na+].[Na+].C1C=CC(P(C2C=CC=CC=2)C2C=CC=CC=2)=CC=1, predict the reaction product. The product is: [NH2:1][C:2]1[C:11]([C:25]2[S:24][C:23]3[CH:36]=[CH:37][C:20]([NH:19][C:18]([O:17][C:13]([CH3:16])([CH3:15])[CH3:14])=[O:38])=[CH:21][C:22]=3[CH:26]=2)=[CH:10][C:5]([C:6]([O:8][CH3:9])=[O:7])=[CH:4][N:3]=1.